Dataset: Full USPTO retrosynthesis dataset with 1.9M reactions from patents (1976-2016). Task: Predict the reactants needed to synthesize the given product. (1) Given the product [F:31][C:32]1[CH:37]=[CH:36][C:35]([C:2]2[CH:3]=[C:4]3[C:9](=[CH:10][C:11]=2[O:12][CH3:13])[C:8](=[O:14])[NH:7][C:6](=[O:15])[C:5]3=[CH:16][NH:17][C:18]2[CH:19]=[CH:20][C:21]([CH2:24][N:25]3[CH2:30][CH2:29][CH2:28][CH2:27][CH2:26]3)=[CH:22][CH:23]=2)=[CH:34][CH:33]=1, predict the reactants needed to synthesize it. The reactants are: Br[C:2]1[CH:3]=[C:4]2[C:9](=[CH:10][C:11]=1[O:12][CH3:13])[C:8](=[O:14])[NH:7][C:6](=[O:15])[C:5]2=[CH:16][NH:17][C:18]1[CH:23]=[CH:22][C:21]([CH2:24][N:25]2[CH2:30][CH2:29][CH2:28][CH2:27][CH2:26]2)=[CH:20][CH:19]=1.[F:31][C:32]1[CH:37]=[CH:36][C:35](B(O)O)=[CH:34][CH:33]=1.C(P(C(C)(C)C)C(C)(C)C)(C)(C)C.C(=O)([O-])[O-].[Cs+].[Cs+]. (2) Given the product [CH2:2]([O:9][C:10](=[O:13])[CH2:11][NH:12][C:22](=[O:23])[CH2:21][Cl:20])[C:3]1[CH:8]=[CH:7][CH:6]=[CH:5][CH:4]=1, predict the reactants needed to synthesize it. The reactants are: Cl.[CH2:2]([O:9][C:10](=[O:13])[CH2:11][NH2:12])[C:3]1[CH:8]=[CH:7][CH:6]=[CH:5][CH:4]=1.C([O-])([O-])=O.[K+].[K+].[Cl:20][CH2:21][C:22](Cl)=[O:23]. (3) Given the product [CH3:63][O:64][C:65](=[O:75])[C:66]1[CH:71]=[CH:70][C:69]([NH:72][C:30]([C@@H:20]2[NH:19][C@@H:18]([CH2:33][C:34]([CH3:36])([CH3:35])[CH3:37])[C@:17]3([C:12]4[C:13](=[CH:14][C:9]([Cl:8])=[CH:10][CH:11]=4)[NH:15][C:16]3=[O:38])[C@H:21]2[C:22]2[CH:27]=[CH:26][CH:25]=[C:24]([Cl:28])[C:23]=2[F:29])=[O:32])=[C:68]([NH:73][CH3:74])[CH:67]=1, predict the reactants needed to synthesize it. The reactants are: FC(F)(F)C(O)=O.[Cl:8][C:9]1[CH:14]=[C:13]2[NH:15][C:16](=[O:38])[C:17]3([CH:21]([C:22]4[CH:27]=[CH:26][CH:25]=[C:24]([Cl:28])[C:23]=4[F:29])[CH:20]([C:30]([OH:32])=O)[NH:19][CH:18]3[CH2:33][C:34]([CH3:37])([CH3:36])[CH3:35])[C:12]2=[CH:11][CH:10]=1.C(N(C(C)C)CC)(C)C.C1(P(Cl)(C2C=CC=CC=2)=O)C=CC=CC=1.[CH3:63][O:64][C:65](=[O:75])[C:66]1[CH:71]=[CH:70][C:69]([NH2:72])=[C:68]([NH:73][CH3:74])[CH:67]=1. (4) Given the product [CH3:1][C:2]1[C:10]2[C:5](=[CH:6][CH:7]=[C:8]([C:11]([OH:13])=[O:12])[CH:9]=2)[NH:4][N:3]=1, predict the reactants needed to synthesize it. The reactants are: [CH3:1][C:2]1[C:10]2[C:5](=[CH:6][CH:7]=[C:8]([C:11]([O:13]C)=[O:12])[CH:9]=2)[NH:4][N:3]=1.[OH-].[Na+]. (5) The reactants are: [Cl:1][C:2]1[CH:7]=[CH:6][C:5]([S:8]([N:11]2[CH2:16][CH2:15][CH2:14][CH2:13][CH2:12]2)(=[O:10])=[O:9])=[CH:4][C:3]=1[CH2:17][OH:18].C(=O)([O-])[O-].[Cs+].[Cs+].[C:25]([O:29][C:30](=[O:34])[CH:31](Br)[CH3:32])([CH3:28])([CH3:27])[CH3:26].O. Given the product [C:25]([O:29][C:30](=[O:34])[CH:31]([O:18][CH2:17][C:3]1[CH:4]=[C:5]([S:8]([N:11]2[CH2:12][CH2:13][CH2:14][CH2:15][CH2:16]2)(=[O:10])=[O:9])[CH:6]=[CH:7][C:2]=1[Cl:1])[CH3:32])([CH3:28])([CH3:27])[CH3:26], predict the reactants needed to synthesize it. (6) Given the product [CH3:1][O:2][C:3](=[O:25])[CH2:4][C:5]1[CH:6]=[C:7]([S:15]([C:18]2[CH:23]=[CH:22][C:21]([O:45][C:42]3[CH:43]=[CH:44][C:39]([O:38][C:37]([F:36])([F:46])[F:47])=[CH:40][CH:41]=3)=[CH:20][CH:19]=2)(=[O:16])=[O:17])[CH:8]=[C:9]([O:11][CH2:12][CH2:13][CH3:14])[CH:10]=1, predict the reactants needed to synthesize it. The reactants are: [CH3:1][O:2][C:3](=[O:25])[CH2:4][C:5]1[CH:10]=[C:9]([O:11][CH2:12][CH2:13][CH3:14])[CH:8]=[C:7]([S:15]([C:18]2[CH:23]=[CH:22][C:21](F)=[CH:20][CH:19]=2)(=[O:17])=[O:16])[CH:6]=1.CS(C)=O.C(=O)([O-])[O-].[K+].[K+].[F:36][C:37]([F:47])([F:46])[O:38][C:39]1[CH:44]=[CH:43][C:42]([OH:45])=[CH:41][CH:40]=1. (7) Given the product [Cl:3][C:4]1[CH:5]=[C:6]2[C:11](=[C:12]([CH3:14])[CH:13]=1)[N:10]=[CH:9][CH:8]=[C:7]2[O:15][C@@H:17]([C:35]1[CH:36]=[CH:37][C:38]([Cl:41])=[CH:39][CH:40]=1)[C@@H:18]([C:22]1[CH:34]=[CH:33][C:25]([C:26]([O:28][C:29]([CH3:31])([CH3:32])[CH3:30])=[O:27])=[CH:24][CH:23]=1)[CH2:19][CH2:20][CH3:21], predict the reactants needed to synthesize it. The reactants are: [H-].[Na+].[Cl:3][C:4]1[CH:5]=[C:6]2[C:11](=[C:12]([CH3:14])[CH:13]=1)[N:10]=[CH:9][CH:8]=[C:7]2[OH:15].Br[C@H:17]([C:35]1[CH:40]=[CH:39][C:38]([Cl:41])=[CH:37][CH:36]=1)[C@@H:18]([C:22]1[CH:34]=[CH:33][C:25]([C:26]([O:28][C:29]([CH3:32])([CH3:31])[CH3:30])=[O:27])=[CH:24][CH:23]=1)[CH2:19][CH2:20][CH3:21].